Dataset: Full USPTO retrosynthesis dataset with 1.9M reactions from patents (1976-2016). Task: Predict the reactants needed to synthesize the given product. Given the product [Cl:1][C:2]1[CH:7]=[CH:6][C:5]([S:8]([C:9]2[CH:16]=[CH:15][C:12]([CH:13]=[O:14])=[CH:11][CH:10]=2)(=[O:22])=[O:28])=[CH:4][CH:3]=1, predict the reactants needed to synthesize it. The reactants are: [Cl:1][C:2]1[CH:7]=[CH:6][C:5]([S:8][C:9]2[CH:16]=[CH:15][C:12]([CH:13]=[O:14])=[CH:11][CH:10]=2)=[CH:4][CH:3]=1.ClC1C=C(C=CC=1)C(OO)=[O:22].[OH-:28].[K+].